Dataset: Full USPTO retrosynthesis dataset with 1.9M reactions from patents (1976-2016). Task: Predict the reactants needed to synthesize the given product. Given the product [NH:24]1[C:25]2[C:30](=[CH:29][CH:28]=[CH:27][CH:26]=2)[C:22]([N:16]2[CH2:17][CH2:18][N:19]([CH2:2][CH2:3][C:4]3[CH:9]=[CH:8][C:7]([NH:10][C:11](=[O:13])[CH3:12])=[C:6]([CH3:14])[CH:5]=3)[CH2:20][CH2:21]2)=[N:23]1, predict the reactants needed to synthesize it. The reactants are: Cl[CH2:2][CH2:3][C:4]1[CH:9]=[CH:8][C:7]([NH:10][C:11](=[O:13])[CH3:12])=[C:6]([CH3:14])[CH:5]=1.Cl.[N:16]1([C:22]2[C:30]3[C:25](=[CH:26][CH:27]=[CH:28][CH:29]=3)[NH:24][N:23]=2)[CH2:21][CH2:20][NH:19][CH2:18][CH2:17]1.